Dataset: Reaction yield outcomes from USPTO patents with 853,638 reactions. Task: Predict the reaction yield, written as a fraction of the theoretical maximum amount of product (1.0 means a 100% yield; for example, 0.34 means a 34% yield). The yield is 0.700. The reactants are [Cl:1][C:2]1[CH:10]=[C:9]2[C:5]([C:6]([C:11]([O:13][CH3:14])=[O:12])=[CH:7][NH:8]2)=[CH:4][C:3]=1B1OCC(C)(C)CO1.Br[C:24]1[CH:39]=[CH:38][C:27]([O:28][CH2:29][CH2:30][CH2:31][N:32]2[CH2:37][CH2:36][NH:35][CH2:34][CH2:33]2)=[CH:26][CH:25]=1.C(=O)([O-])[O-].[K+].[K+].C(OCC)(=O)C. The catalyst is C1(C)C=CC=CC=1.C(O)C.C1C=CC(P(C2C=CC=CC=2)[C-]2C=CC=C2)=CC=1.C1C=CC(P(C2C=CC=CC=2)[C-]2C=CC=C2)=CC=1.Cl[Pd]Cl.[Fe+2]. The product is [Cl:1][C:2]1[CH:10]=[C:9]2[C:5]([C:6]([C:11]([O:13][CH3:14])=[O:12])=[CH:7][NH:8]2)=[CH:4][C:3]=1[C:24]1[CH:39]=[CH:38][C:27]([O:28][CH2:29][CH2:30][CH2:31][N:32]2[CH2:33][CH2:34][NH:35][CH2:36][CH2:37]2)=[CH:26][CH:25]=1.